From a dataset of Full USPTO retrosynthesis dataset with 1.9M reactions from patents (1976-2016). Predict the reactants needed to synthesize the given product. (1) Given the product [N:19]1([CH2:25][CH2:26][C@@H:27]([NH:36][C:2]2[CH:7]=[CH:6][C:5]([S:8]([NH2:11])(=[O:10])=[O:9])=[CH:4][C:3]=2[S:12]([C:15]([F:18])([F:17])[F:16])(=[O:14])=[O:13])[CH2:28][S:29][C:30]2[CH:35]=[CH:34][CH:33]=[CH:32][CH:31]=2)[CH2:20][CH2:21][O:22][CH2:23][CH2:24]1, predict the reactants needed to synthesize it. The reactants are: F[C:2]1[CH:7]=[CH:6][C:5]([S:8]([NH2:11])(=[O:10])=[O:9])=[CH:4][C:3]=1[S:12]([C:15]([F:18])([F:17])[F:16])(=[O:14])=[O:13].[N:19]1([CH2:25][CH2:26][C@@H:27]([NH2:36])[CH2:28][S:29][C:30]2[CH:35]=[CH:34][CH:33]=[CH:32][CH:31]=2)[CH2:24][CH2:23][O:22][CH2:21][CH2:20]1. (2) Given the product [F:1][C:2]1[CH:3]=[CH:4][CH:5]=[C:6]2[C:10]=1[NH:9][C:8](=[O:11])[C:7]2([OH:12])[C:13]1[CH:18]=[CH:17][CH:16]=[CH:15][CH:14]=1, predict the reactants needed to synthesize it. The reactants are: [F:1][C:2]1[CH:3]=[CH:4][CH:5]=[C:6]2[C:10]=1[NH:9][C:8](=[O:11])[C:7]2=[O:12].[C:13]1([Mg]Br)[CH:18]=[CH:17][CH:16]=[CH:15][CH:14]=1.CO.C(O)(C(F)(F)F)=O. (3) The reactants are: Cl[C:2]1[N:7]=[CH:6][C:5]([C:8]2[N:9]=[N:10][N:11]([CH2:13][C:14]([O:16]CC)=[O:15])[N:12]=2)=[CH:4][N:3]=1.[NH:19]1[CH2:24][CH2:23][CH:22]([C:25]([C:27]2[CH:32]=[CH:31][CH:30]=[CH:29][C:28]=2[C:33]([F:36])([F:35])[F:34])=[O:26])[CH2:21][CH2:20]1.C(=O)([O-])[O-].[K+].[K+].[Li+].[OH-]. Given the product [F:36][C:33]([F:34])([F:35])[C:28]1[CH:29]=[CH:30][CH:31]=[CH:32][C:27]=1[C:25]([CH:22]1[CH2:21][CH2:20][N:19]([C:2]2[N:3]=[CH:4][C:5]([C:8]3[N:9]=[N:10][N:11]([CH2:13][C:14]([OH:16])=[O:15])[N:12]=3)=[CH:6][N:7]=2)[CH2:24][CH2:23]1)=[O:26], predict the reactants needed to synthesize it. (4) Given the product [CH:10]1([NH:14][CH2:2][CH:3]([O:7][CH2:8][CH3:9])[O:4][CH2:5][CH3:6])[CH2:13][CH2:12][CH2:11]1, predict the reactants needed to synthesize it. The reactants are: Br[CH2:2][CH:3]([O:7][CH2:8][CH3:9])[O:4][CH2:5][CH3:6].[CH:10]1([NH2:14])[CH2:13][CH2:12][CH2:11]1.[OH-].[Na+]. (5) Given the product [Si:58]([O:38][CH:8]([C:5]1[CH:6]=[CH:7][C:2]([F:1])=[CH:3][CH:4]=1)[CH2:9][N:10]1[C:15](=[O:16])[C:14]([CH2:17][C:18]2[CH:23]=[CH:22][C:21]([C:24]3[C:25]([C:30]#[N:31])=[CH:26][CH:27]=[CH:28][CH:29]=3)=[CH:20][CH:19]=2)=[C:13]([CH2:32][CH2:33][CH3:34])[N:12]2[N:35]=[CH:36][N:37]=[C:11]12)([C:61]([CH3:64])([CH3:63])[CH3:62])([CH3:60])[CH3:59], predict the reactants needed to synthesize it. The reactants are: [F:1][C:2]1[CH:7]=[CH:6][C:5]([CH:8]([OH:38])[CH2:9][N:10]2[C:15](=[O:16])[C:14]([CH2:17][C:18]3[CH:23]=[CH:22][C:21]([C:24]4[C:25]([C:30]#[N:31])=[CH:26][CH:27]=[CH:28][CH:29]=4)=[CH:20][CH:19]=3)=[C:13]([CH2:32][CH2:33][CH3:34])[N:12]3[N:35]=[CH:36][N:37]=[C:11]23)=[CH:4][CH:3]=1.N1C(C)=CC=CC=1C.O1CCCC1.FC(F)(F)S(O[Si:58]([C:61]([CH3:64])([CH3:63])[CH3:62])([CH3:60])[CH3:59])(=O)=O. (6) Given the product [CH:35]1([N:38]2[CH2:43][CH2:42][N:41]([C:27]([C:26]3[CH:30]=[CH:31][CH:32]=[C:24]([CH2:23][N:19]4[C:20]([CH3:22])=[CH:21][C:17](/[C:2](/[F:1])=[CH:3]/[C:4]5[CH:5]=[CH:6][C:7]([C:10]6([C:13]([F:16])([F:14])[F:15])[CH2:12][CH2:11]6)=[CH:8][CH:9]=5)=[N:18]4)[CH:25]=3)=[O:29])[CH2:40][CH2:39]2)[CH2:37][CH2:36]1, predict the reactants needed to synthesize it. The reactants are: [F:1]/[C:2](/[C:17]1[CH:21]=[C:20]([CH3:22])[N:19]([CH2:23][C:24]2[CH:25]=[C:26]([CH:30]=[CH:31][CH:32]=2)[C:27]([OH:29])=O)[N:18]=1)=[CH:3]\[C:4]1[CH:9]=[CH:8][C:7]([C:10]2([C:13]([F:16])([F:15])[F:14])[CH2:12][CH2:11]2)=[CH:6][CH:5]=1.Cl.Cl.[CH:35]1([N:38]2[CH2:43][CH2:42][NH:41][CH2:40][CH2:39]2)[CH2:37][CH2:36]1.